Dataset: Forward reaction prediction with 1.9M reactions from USPTO patents (1976-2016). Task: Predict the product of the given reaction. The product is: [C:17]([C:9]1([C:11]2[CH:12]=[CH:13][CH:14]=[CH:15][CH:16]=2)[CH2:8][CH2:7][C:6](=[O:19])[CH2:5][CH2:10]1)#[N:18]. Given the reactants COC([CH:5]1[CH2:10][C:9]([C:17]#[N:18])([C:11]2[CH:16]=[CH:15][CH:14]=[CH:13][CH:12]=2)[CH2:8][CH2:7][C:6]1=[O:19])=O.C(O)(=O)C.O, predict the reaction product.